From a dataset of HIV replication inhibition screening data with 41,000+ compounds from the AIDS Antiviral Screen. Binary Classification. Given a drug SMILES string, predict its activity (active/inactive) in a high-throughput screening assay against a specified biological target. (1) The molecule is Cc1cc(S(=O)(=O)Nc2nc(N)nc(N(C)C)n2)c(SCC(=O)O)cc1Cl. The result is 0 (inactive). (2) The compound is CC(=O)OC12CCCCC1C1(CCCC1)NC2=O. The result is 0 (inactive). (3) The compound is CC(=O)C(N=Nc1ncn[nH]1)C(C)=O. The result is 0 (inactive). (4) The drug is CCC(C)C(NC(=O)C(CCCNC(=N)N)NC(=O)C(CC(N)=O)NC(=O)C(Cc1c[nH]cn1)NC(=O)C(N)CC(C)C)C(=O)NC(C(=O)NC(CC(C)C)C(=O)NC(C(=O)NC(Cc1cnc[nH]1)C(=O)O)C(C)O)C(C)CC. The result is 0 (inactive). (5) The molecule is COC(=O)C1(Cc2cccc(C)c2)Cc2c(C)cccc2C1=O. The result is 0 (inactive). (6) The molecule is COC(=O)C1CCC(=S)N1C(C)=O. The result is 0 (inactive).